From a dataset of Forward reaction prediction with 1.9M reactions from USPTO patents (1976-2016). Predict the product of the given reaction. (1) Given the reactants [C:1]1([S:7]([C:9]2[CH:14]=[CH:13][CH:12]=[CH:11][CH:10]=2)=O)[CH:6]=[CH:5][CH:4]=[CH:3][CH:2]=1.FC(F)(F)C(OC(=O)C(F)(F)F)=O.[F:28][C:29]([F:35])([F:34])[S:30]([OH:33])(=[O:32])=[O:31].[CH3:36][CH2:37][CH2:38][CH2:39][CH2:40][CH3:41], predict the reaction product. The product is: [F:28][C:29]([F:35])([F:34])[S:30]([O-:33])(=[O:32])=[O:31].[C:1]1([S+:7]([C:38]2[CH:37]=[CH:36][CH:41]=[CH:40][CH:39]=2)[C:9]2[CH:14]=[CH:13][CH:12]=[CH:11][CH:10]=2)[CH:6]=[CH:5][CH:4]=[CH:3][CH:2]=1. (2) Given the reactants Cl[C:2]1[C:7]([I:8])=[CH:6][N:5]=[C:4]([S:9][CH3:10])[N:3]=1.C(N(CC)CC)C.[NH2:18][C@@H:19]1[CH2:23][C@H:22]([C:24]([O:26][CH3:27])=[O:25])[C@@H:21]([O:28][Si:29]([C:42]([CH3:45])([CH3:44])[CH3:43])([C:36]2[CH:41]=[CH:40][CH:39]=[CH:38][CH:37]=2)[C:30]2[CH:35]=[CH:34][CH:33]=[CH:32][CH:31]=2)[C@H:20]1[O:46][CH3:47], predict the reaction product. The product is: [Si:29]([O:28][C@H:21]1[C@@H:20]([O:46][CH3:47])[C@H:19]([NH:18][C:2]2[C:7]([I:8])=[CH:6][N:5]=[C:4]([S:9][CH3:10])[N:3]=2)[CH2:23][C@@H:22]1[C:24]([O:26][CH3:27])=[O:25])([C:42]([CH3:44])([CH3:45])[CH3:43])([C:36]1[CH:37]=[CH:38][CH:39]=[CH:40][CH:41]=1)[C:30]1[CH:31]=[CH:32][CH:33]=[CH:34][CH:35]=1. (3) Given the reactants [C:1]1([CH2:7][O:8][C:9]2[CH:10]=[C:11]3[C:15](=[CH:16][CH:17]=2)[N:14]([S:18]([C:21]2[CH:26]=[CH:25][CH:24]=[CH:23][CH:22]=2)(=[O:20])=[O:19])[CH:13]=[CH:12]3)[CH:6]=[CH:5][CH:4]=[CH:3][CH:2]=1.[CH2:27]([Li])[CH2:28][CH2:29]C.ICCC.O, predict the reaction product. The product is: [C:1]1([CH2:7][O:8][C:9]2[CH:10]=[C:11]3[C:15](=[CH:16][CH:17]=2)[N:14]([S:18]([C:21]2[CH:26]=[CH:25][CH:24]=[CH:23][CH:22]=2)(=[O:20])=[O:19])[C:13]([CH2:27][CH2:28][CH3:29])=[CH:12]3)[CH:2]=[CH:3][CH:4]=[CH:5][CH:6]=1. (4) The product is: [N+:20]([C:11]1[CH:10]=[C:6]2[C:5](=[CH:13][CH:12]=1)[C:4](=[O:14])[NH:8][C:7]2=[O:9])([O-:22])=[O:21]. Given the reactants [Cl-].[Cl-].[Ca+2].[C:4]1(=[O:14])[NH:8][C:7](=[O:9])[C:6]2=[CH:10][CH:11]=[CH:12][CH:13]=[C:5]12.S(=O)(=O)(O)O.[N+:20]([O-])([OH:22])=[O:21], predict the reaction product. (5) Given the reactants [CH3:1][C:2]1[CH:3]=[C:4]([OH:17])[CH:5]=[CH:6][C:7]=1[CH2:8][CH2:9][CH2:10][CH2:11][N:12]1[CH:16]=[CH:15][N:14]=[N:13]1.C(=O)([O-])[O-].[Cs+].[Cs+].Cl[CH2:25][C:26]1[N:27]=[C:28]([CH:31]=[CH:32][C:33]2[CH:38]=[CH:37][C:36]([S:39]([C:41]([F:44])([F:43])[F:42])=[O:40])=[CH:35][CH:34]=2)[O:29][CH:30]=1.[I-].[K+], predict the reaction product. The product is: [CH3:1][C:2]1[CH:3]=[C:4]([O:17][CH2:25][C:26]2[N:27]=[C:28](/[CH:31]=[CH:32]/[C:33]3[CH:34]=[CH:35][C:36]([S:39]([C:41]([F:44])([F:42])[F:43])=[O:40])=[CH:37][CH:38]=3)[O:29][CH:30]=2)[CH:5]=[CH:6][C:7]=1[CH2:8][CH2:9][CH2:10][CH2:11][N:12]1[CH:16]=[CH:15][N:14]=[N:13]1. (6) The product is: [C:1]([O:5][C:6]([N:8]1[CH2:12][C@H:11]([CH2:13][N:14]([C:34]([C:31]2[CH:32]=[C:33]3[C:28]([CH:27]=[CH:26][NH:25]3)=[CH:29][CH:30]=2)=[O:35])[CH:15]([CH3:16])[CH3:17])[C@@H:10]([CH2:18][C:19]2[CH:20]=[CH:21][CH:22]=[CH:23][CH:24]=2)[CH2:9]1)=[O:7])([CH3:3])([CH3:4])[CH3:2]. Given the reactants [C:1]([O:5][C:6]([N:8]1[CH2:12][C@H:11]([CH2:13][NH:14][CH:15]([CH3:17])[CH3:16])[C@@H:10]([CH2:18][C:19]2[CH:24]=[CH:23][CH:22]=[CH:21][CH:20]=2)[CH2:9]1)=[O:7])([CH3:4])([CH3:3])[CH3:2].[NH:25]1[C:33]2[C:28](=[CH:29][CH:30]=[C:31]([C:34](O)=[O:35])[CH:32]=2)[CH:27]=[CH:26]1.O=C1N(P(Cl)(N2CCOC2=O)=O)CCO1.C(N(CC)CC)C.C([O-])(O)=O.[Na+], predict the reaction product.